Dataset: Catalyst prediction with 721,799 reactions and 888 catalyst types from USPTO. Task: Predict which catalyst facilitates the given reaction. (1) Reactant: Cl[C:2]1[CH:7]=[C:6]([NH:8][NH2:9])[N:5]=[CH:4][N:3]=1.Cl.[F:11][C:12]1([F:16])[CH2:15][NH:14][CH2:13]1.C(N(C(C)C)C(C)C)C.FC(F)(F)C(O)=O.CN([CH:36]=[C:37]([N:43]1[CH:47]=[C:46]([C:48]#[N:49])[N:45]=[CH:44]1)[C:38](OCC)=[O:39])C. Product: [F:11][C:12]1([F:16])[CH:15]([C:2]2[N:3]=[CH:4][N:5]=[C:6]([N:8]3[C:38](=[O:39])[C:37]([N:43]4[CH:47]=[C:46]([C:48]#[N:49])[N:45]=[CH:44]4)=[CH:36][NH:9]3)[CH:7]=2)[NH:14][CH2:13]1. The catalyst class is: 6. (2) Reactant: [F:1][C:2]1[CH:3]=[C:4]([CH:15]=[CH:16][C:17]=1[NH:18][C:19]([C:21]1([C:24](=[O:33])[NH:25][C:26]2[CH:31]=[CH:30][C:29]([F:32])=[CH:28][CH:27]=2)[CH2:23][CH2:22]1)=[O:20])[O:5][C:6]1[CH:11]=[CH:10][N:9]=[C:8](C(N)=O)[CH:7]=1.O.FC(F)(F)C(OI(C1C=CC=CC=1)OC(=O)C(F)(F)F)=O.[ClH:56].C[N:58](C)C=O. Product: [ClH:56].[NH2:58][C:8]1[CH:7]=[C:6]([O:5][C:4]2[CH:15]=[CH:16][C:17]([NH:18][C:19]([C:21]3([C:24]([NH:25][C:26]4[CH:31]=[CH:30][C:29]([F:32])=[CH:28][CH:27]=4)=[O:33])[CH2:22][CH2:23]3)=[O:20])=[C:2]([F:1])[CH:3]=2)[CH:11]=[CH:10][N:9]=1. The catalyst class is: 17. (3) Reactant: CN([CH2:4][C:5]1[C:13]2[C:8](=[CH:9][N:10]=[CH:11][CH:12]=2)[NH:7][C:6]=1[C:14]([O:16][CH3:17])=[O:15])C.[N+:18]([CH2:21][C:22]([O:24][CH2:25][CH3:26])=[O:23])([O-:20])=[O:19]. Product: [CH3:17][O:16][C:14]([C:6]1[NH:7][C:8]2=[CH:9][N:10]=[CH:11][CH:12]=[C:13]2[C:5]=1[CH2:4][CH:21]([N+:18]([O-:20])=[O:19])[C:22]([O:24][CH2:25][CH3:26])=[O:23])=[O:15]. The catalyst class is: 113. (4) Reactant: Cl[C:2]1[C:3]2[C:10]([C:11]([O:13][CH2:14][CH3:15])=[O:12])=[CH:9][NH:8][C:4]=2[N:5]=[CH:6][N:7]=1.[CH3:16][NH:17][C:18]1[CH:23]=[CH:22][CH:21]=[C:20](B2OC(C)(C)C(C)(C)O2)[CH:19]=1.C(=O)([O-])[O-].[Na+].[Na+].O. Product: [CH3:16][NH:17][C:18]1[CH:19]=[C:20]([C:2]2[C:3]3[C:10]([C:11]([O:13][CH2:14][CH3:15])=[O:12])=[CH:9][NH:8][C:4]=3[N:5]=[CH:6][N:7]=2)[CH:21]=[CH:22][CH:23]=1. The catalyst class is: 505. (5) Reactant: [CH:1]1([N:4]2[CH2:9][C:8]3([CH2:14][CH2:13][N:12]([S:15]([C:18]4[CH:23]=[CH:22][C:21](B5OC(C)(C)C(C)(C)O5)=[CH:20][CH:19]=4)(=[O:17])=[O:16])[CH2:11][CH2:10]3)[O:7][CH2:6][C:5]2=[O:33])[CH2:3][CH2:2]1.Br[C:35]1[CH:36]=[C:37]([S:41]([O:44]C2C(F)=C(F)C(F)=C(F)C=2F)(=[O:43])=[O:42])[CH:38]=[CH:39][CH:40]=1.C(=O)(O)[O-].[Na+]. Product: [CH:1]1([N:4]2[CH2:9][C:8]3([CH2:14][CH2:13][N:12]([S:15]([C:18]4[CH:23]=[CH:22][C:21]([C:35]5[CH:40]=[CH:39][CH:38]=[C:37]([S:41]([OH:44])(=[O:43])=[O:42])[CH:36]=5)=[CH:20][CH:19]=4)(=[O:16])=[O:17])[CH2:11][CH2:10]3)[O:7][CH2:6][C:5]2=[O:33])[CH2:3][CH2:2]1. The catalyst class is: 819. (6) Reactant: [CH2:1]([C:4]1[C:5]([OH:6])=[C:4]([CH2:1][CH2:2][CH3:3])C=C[C:5]=1[OH:6])[CH2:2][CH3:3].C([N:17]([CH2:20][CH3:21])CC)C.S(Cl)(Cl)=[O:23]. Product: [OH:23][C:20]1[C:21]2[CH:3]=[CH:2][CH:1]=[CH:4][C:5]=2[O:6][N:17]=1. The catalyst class is: 1. (7) Reactant: [CH3:1][O:2][C:3]1[C:4](OS(C(F)(F)F)(=O)=O)=[CH:5][C:6]2[CH2:15][CH:14]([C:16]([CH3:21])([CH3:20])[CH2:17][O:18][CH3:19])[N:13]3[C:8](=[CH:9][C:10](=[O:27])[C:11]([C:22]([O:24][CH2:25][CH3:26])=[O:23])=[CH:12]3)[C:7]=2[CH:28]=1.[NH:37]1[CH2:41][CH2:40][CH2:39][CH2:38]1. Product: [CH3:1][O:2][C:3]1[C:4]([N:37]2[CH2:41][CH2:40][CH2:39][CH2:38]2)=[CH:5][C:6]2[CH2:15][CH:14]([C:16]([CH3:20])([CH3:21])[CH2:17][O:18][CH3:19])[N:13]3[C:8](=[CH:9][C:10](=[O:27])[C:11]([C:22]([O:24][CH2:25][CH3:26])=[O:23])=[CH:12]3)[C:7]=2[CH:28]=1. The catalyst class is: 37. (8) Reactant: [S:1]1[CH2:5][CH2:4][NH:3][CH:2]1[C:6]([OH:8])=[O:7].[N:9]([O-])=[O:10].[Na+]. Product: [N:9]([N:3]1[CH2:4][CH2:5][S:1][CH:2]1[C:6]([OH:8])=[O:7])=[O:10]. The catalyst class is: 86. (9) Reactant: [CH3:1][O:2][C:3]1[C:8]2[N:9]=[C:10]([NH2:12])[S:11][C:7]=2[C:6]([N:13]([CH3:21])[CH2:14][CH:15]2[CH2:20][CH2:19][O:18][CH2:17][CH2:16]2)=[CH:5][CH:4]=1.[F:22][C:23]1[CH:31]=[CH:30][C:26]([C:27](O)=[O:28])=[CH:25][CH:24]=1.CN(C(ON1N=NC2C=CC=NC1=2)=[N+](C)C)C.F[P-](F)(F)(F)(F)F.C(N(C(C)C)C(C)C)C. Product: [F:22][C:23]1[CH:31]=[CH:30][C:26]([C:27]([NH:12][C:10]2[S:11][C:7]3[C:6]([N:13]([CH3:21])[CH2:14][CH:15]4[CH2:20][CH2:19][O:18][CH2:17][CH2:16]4)=[CH:5][CH:4]=[C:3]([O:2][CH3:1])[C:8]=3[N:9]=2)=[O:28])=[CH:25][CH:24]=1. The catalyst class is: 1.